From a dataset of Forward reaction prediction with 1.9M reactions from USPTO patents (1976-2016). Predict the product of the given reaction. (1) Given the reactants [OH:1][CH2:2][CH2:3][N:4]1[CH2:8][CH2:7][CH2:6][CH2:5]1.C1(P(C2C=CC=CC=2)C2C=CC=CC=2)C=CC=CC=1.N(C(OC(C)C)=O)=NC(OC(C)C)=O.[CH2:42]([O:49][C:50]1[CH:77]=[CH:76][C:75](O)=[CH:74][C:51]=1[C:52]([NH:54][C:55]1[CH:67]=[C:66]([C:68]2[CH:73]=[CH:72][CH:71]=[CH:70][CH:69]=2)[CH:65]=[CH:64][C:56]=1[C:57]([O:59][C:60]([CH3:63])([CH3:62])[CH3:61])=[O:58])=[O:53])[C:43]1[CH:48]=[CH:47][CH:46]=[CH:45][CH:44]=1, predict the reaction product. The product is: [CH2:42]([O:49][C:50]1[CH:77]=[CH:76][C:75]([O:1][CH2:2][CH2:3][N:4]2[CH2:8][CH2:7][CH2:6][CH2:5]2)=[CH:74][C:51]=1[C:52]([NH:54][C:55]1[CH:67]=[C:66]([C:68]2[CH:73]=[CH:72][CH:71]=[CH:70][CH:69]=2)[CH:65]=[CH:64][C:56]=1[C:57]([O:59][C:60]([CH3:63])([CH3:62])[CH3:61])=[O:58])=[O:53])[C:43]1[CH:44]=[CH:45][CH:46]=[CH:47][CH:48]=1. (2) Given the reactants S(Cl)([Cl:3])=O.[Br:5][C:6]1[CH:7]=[CH:8][C:9]([F:23])=[C:10]([C:12]2[NH:21][C:20](=O)[C:19]3[C:14](=[N:15][CH:16]=[CH:17][N:18]=3)[N:13]=2)[CH:11]=1, predict the reaction product. The product is: [Br:5][C:6]1[CH:7]=[CH:8][C:9]([F:23])=[C:10]([C:12]2[N:21]=[C:20]([Cl:3])[C:19]3[C:14](=[N:15][CH:16]=[CH:17][N:18]=3)[N:13]=2)[CH:11]=1. (3) The product is: [CH2:1]([S:10][CH2:19][CH:20]1[NH:32][C:16](=[O:17])[CH2:18][CH2:21]1)[CH2:2][CH2:3][CH2:4][CH2:5][CH2:6][CH2:7][CH2:8][CH3:9]. Given the reactants [CH2:1]([SH:10])[CH2:2][CH2:3][CH2:4][CH2:5][CH2:6][CH2:7][CH2:8][CH3:9].[H-].[Na+].CCO[C:16]([CH3:18])=[O:17].[CH3:19][CH2:20][CH2:21][CH2:19][CH2:20][CH3:21].CCO[C:16]([CH3:18])=[O:17].C[N:32](C=O)C, predict the reaction product. (4) Given the reactants Br[C:2]1[C:3]([O:10][CH3:11])=[CH:4][C:5]([O:8][CH3:9])=[N:6][CH:7]=1.[CH3:12][O:13][C:14]1[CH:19]=[CH:18][C:17](B(O)O)=[CH:16][CH:15]=1, predict the reaction product. The product is: [CH3:9][O:8][C:5]1[CH:4]=[C:3]([O:10][CH3:11])[C:2]([C:17]2[CH:18]=[CH:19][C:14]([O:13][CH3:12])=[CH:15][CH:16]=2)=[CH:7][N:6]=1. (5) Given the reactants [ClH:1].[NH2:2][C:3]1[NH:7][C:6]2[CH:8]=[C:9]([N:12]3[C:16](=[O:17])[CH:15]=[CH:14][C:13]3=[O:18])[CH:10]=[CH:11][C:5]=2[N:4]=1.N[C:20]1C=CC2N=C(N(C(OC(C)(C)C)=O)C(OC(C)(C)C)=O)N(C(OC(C)(C)C)=O)C=2C=1.C1(=O)OC(=O)CCC1, predict the reaction product. The product is: [ClH:1].[NH2:2][C:3]1[NH:7][C:6]2[CH:8]=[C:9]([N:12]3[C:13](=[O:18])[CH2:20][CH2:14][CH2:15][C:16]3=[O:17])[CH:10]=[CH:11][C:5]=2[N:4]=1.